From a dataset of Catalyst prediction with 721,799 reactions and 888 catalyst types from USPTO. Predict which catalyst facilitates the given reaction. (1) Reactant: [Cl:1][C:2]1[CH:10]=[CH:9][C:5]([C:6](O)=[O:7])=[C:4]([N+:11]([O-:13])=[O:12])[CH:3]=1.C(Cl)(=O)C([Cl:17])=O. The catalyst class is: 118. Product: [Cl:1][C:2]1[CH:10]=[CH:9][C:5]([C:6]([Cl:17])=[O:7])=[C:4]([N+:11]([O-:13])=[O:12])[CH:3]=1. (2) Product: [CH3:2][N:3]1[CH:7]=[C:6]([C:8]2[N:13]=[C:12]3[N:14]([CH2:17][C@@H:18]4[CH2:19][N:20]([C:24]5[N:29]=[CH:28][C:27]([C:30]6[CH2:31][CH2:32][N:33]([CH2:44][CH2:43][OH:45])[CH2:34][CH:35]=6)=[CH:26][N:25]=5)[CH2:21][CH2:22][O:23]4)[N:15]=[N:16][C:11]3=[N:10][CH:9]=2)[CH:5]=[N:4]1. Reactant: Cl.[CH3:2][N:3]1[CH:7]=[C:6]([C:8]2[N:13]=[C:12]3[N:14]([CH2:17][C@H:18]4[O:23][CH2:22][CH2:21][N:20]([C:24]5[N:29]=[CH:28][C:27]([C:30]6[CH2:31][CH2:32][NH:33][CH2:34][CH:35]=6)=[CH:26][N:25]=5)[CH2:19]4)[N:15]=[N:16][C:11]3=[N:10][CH:9]=2)[CH:5]=[N:4]1.C(=O)([O-])[O-].[K+].[K+].Br[CH:43]([OH:45])[CH3:44]. The catalyst class is: 3. (3) Reactant: [Cl:1][C:2]1[CH:3]=[C:4]([CH:7]=[CH:8][C:9]=1[O:10][CH2:11][CH2:12][CH2:13][CH2:14][CH2:15][CH2:16][CH2:17][CH3:18])[CH:5]=O.[C:19]([NH:22][NH2:23])([NH2:21])=[NH:20].Cl. Product: [ClH:1].[Cl:1][C:2]1[CH:3]=[C:4]([CH:7]=[CH:8][C:9]=1[O:10][CH2:11][CH2:12][CH2:13][CH2:14][CH2:15][CH2:16][CH2:17][CH3:18])[CH:5]=[N:23][NH:22][C:19]([NH2:21])=[NH:20]. The catalyst class is: 2. (4) Product: [CH3:1][O:2][C:3]([O:5][C:6]([O:8][CH3:9])=[O:7])=[O:4].[CH3:12][CH:11]([CH2:13][CH2:14][CH2:15][C@H:16]([C@@H:18]1[C@:36]2([CH3:37])[C@H:21]([C@H:22]3[C@H:33]([CH2:34][CH2:35]2)[C@:31]2([CH3:32])[C:25]([CH2:26][C@H:27]([CH2:29][CH2:30]2)[OH:28])=[CH:24][CH2:23]3)[CH2:20][CH2:19]1)[CH3:17])[CH3:10]. The catalyst class is: 14. Reactant: [CH3:1][O:2][C:3]([O:5][C:6]([O:8][CH3:9])=[O:7])=[O:4].[CH3:10][CH:11]([CH2:13][CH2:14][CH2:15][C@H:16]([C@@H:18]1[C@:36]2([CH3:37])[C@H:21]([C@H:22]3[C@H:33]([CH2:34][CH2:35]2)[C@:31]2([CH3:32])[C:25]([CH2:26][C@H:27]([CH2:29][CH2:30]2)[OH:28])=[CH:24][CH2:23]3)[CH2:20][CH2:19]1)[CH3:17])[CH3:12].B([O-])([O-])[O-].[Na+].[Cl-]. (5) Reactant: [CH:1]([C:4]1[C:5]([CH2:10][OH:11])=[N:6][CH:7]=[CH:8][CH:9]=1)([CH3:3])[CH3:2]. Product: [CH:1]([C:4]1[C:5]([CH:10]=[O:11])=[N:6][CH:7]=[CH:8][CH:9]=1)([CH3:3])[CH3:2]. The catalyst class is: 177. (6) The catalyst class is: 25. Reactant: [CH2:1]([O:3][C:4](=[O:31])/[CH:5]=[C:6](\[CH3:30])/[CH:7]=[CH:8]/[CH:9]=[C:10](/[C:15]1[C:24]([OH:25])=[CH:23][C:22]2[C:21]([CH3:27])([CH3:26])[CH2:20][CH2:19][C:18]([CH3:29])([CH3:28])[C:17]=2[CH:16]=1)\[C:11]([F:14])([F:13])[F:12])[CH3:2].[C:32]([O-])([O-])=O.[K+].[K+].CI.CC(C)=O. Product: [CH2:1]([O:3][C:4](=[O:31])/[CH:5]=[C:6](\[CH3:30])/[CH:7]=[CH:8]/[CH:9]=[C:10](/[C:15]1[C:24]([O:25][CH3:32])=[CH:23][C:22]2[C:21]([CH3:27])([CH3:26])[CH2:20][CH2:19][C:18]([CH3:29])([CH3:28])[C:17]=2[CH:16]=1)\[C:11]([F:13])([F:12])[F:14])[CH3:2]. (7) Reactant: C(OC(=O)[NH:7][CH2:8][CH2:9][CH2:10][CH2:11][CH2:12][NH:13][C:14]1[S:15][C:16]([C:20](=[O:28])[C:21]2[CH:26]=[CH:25][CH:24]=[CH:23][C:22]=2[CH3:27])=[C:17]([CH3:19])[N:18]=1)(C)(C)C.[ClH:30]. Product: [ClH:30].[NH2:7][CH2:8][CH2:9][CH2:10][CH2:11][CH2:12][NH:13][C:14]1[S:15][C:16]([C:20]([C:21]2[CH:26]=[CH:25][CH:24]=[CH:23][C:22]=2[CH3:27])=[O:28])=[C:17]([CH3:19])[N:18]=1. The catalyst class is: 12. (8) Reactant: Cl[C:2]1[N:7]2[N:8]=[CH:9][CH:10]=[C:6]2[N:5]=[C:4]([S:11][CH3:12])[N:3]=1.[CH:13]1([NH2:16])[CH2:15][CH2:14]1.O. Product: [CH:13]1([NH:16][C:2]2[N:7]3[N:8]=[CH:9][CH:10]=[C:6]3[N:5]=[C:4]([S:11][CH3:12])[N:3]=2)[CH2:15][CH2:14]1. The catalyst class is: 37. (9) Reactant: [C:1]([C:5]1[CH:10]=[C:9]([C:11]#[C:12][Si:13]([CH3:16])([CH3:15])[CH3:14])[CH:8]=[C:7]([C:17]([CH3:20])([CH3:19])[CH3:18])[C:6]=1[OH:21])([CH3:4])([CH3:3])[CH3:2].[C:22](=O)([O-])[O-].[K+].[K+].CI. Product: [C:1]([C:5]1[CH:10]=[C:9]([C:11]#[C:12][Si:13]([CH3:15])([CH3:16])[CH3:14])[CH:8]=[C:7]([C:17]([CH3:20])([CH3:19])[CH3:18])[C:6]=1[O:21][CH3:22])([CH3:4])([CH3:3])[CH3:2]. The catalyst class is: 21.